Predict the reaction yield, written as a fraction of the theoretical maximum amount of product (1.0 means a 100% yield; for example, 0.34 means a 34% yield). From a dataset of Reaction yield outcomes from USPTO patents with 853,638 reactions. (1) The reactants are [CH3:1][NH:2][CH2:3][C:4]1[CH:9]=[CH:8][C:7]([C:10]2[CH:15]=[C:14]([CH3:16])[CH:13]=[CH:12][C:11]=2[CH3:17])=[CH:6][CH:5]=1.[F:18][C:19]1[CH:29]=[C:28]([N+:30]([O-:32])=[O:31])[CH:27]=[CH:26][C:20]=1[O:21][CH2:22][CH:23]1[CH2:25][O:24]1. No catalyst specified. The product is [CH3:17][C:11]1[CH:12]=[CH:13][C:14]([CH3:16])=[CH:15][C:10]=1[C:7]1[CH:8]=[CH:9][C:4]([CH2:3][N:2]([CH3:1])[CH2:25][CH:23]([OH:24])[CH2:22][O:21][C:20]2[CH:26]=[CH:27][C:28]([N+:30]([O-:32])=[O:31])=[CH:29][C:19]=2[F:18])=[CH:5][CH:6]=1. The yield is 0.340. (2) The reactants are C([O:5][C:6](=[O:56])[CH2:7][C@@:8]1([CH3:55])[C:12]2=[N:13][CH:14]=[C:15]([N:18]([CH2:29][CH:30]=[CH2:31])[C:19]([O:21][CH2:22][C:23]3[CH:28]=[CH:27][CH:26]=[CH:25][CH:24]=3)=[O:20])[C:16](=[O:17])[N:11]2[C@@H:10]([C:32](=[O:54])[NH:33][CH2:34][C:35]2[CH:40]=[CH:39][C:38]([C:41]([NH:43][C:44]([O:46][CH2:47][C:48]3[CH:53]=[CH:52][CH:51]=[CH:50][CH:49]=3)=[O:45])=[NH:42])=[CH:37][CH:36]=2)[CH2:9]1)(C)(C)C. The catalyst is O1CCOCC1.Cl. The product is [CH2:29]([N:18]([C:19]([O:21][CH2:22][C:23]1[CH:24]=[CH:25][CH:26]=[CH:27][CH:28]=1)=[O:20])[C:15]1[C:16](=[O:17])[N:11]2[C@@H:10]([C:32](=[O:54])[NH:33][CH2:34][C:35]3[CH:40]=[CH:39][C:38]([C:41]([NH:43][C:44]([O:46][CH2:47][C:48]4[CH:49]=[CH:50][CH:51]=[CH:52][CH:53]=4)=[O:45])=[NH:42])=[CH:37][CH:36]=3)[CH2:9][C@:8]([CH2:7][C:6]([OH:56])=[O:5])([CH3:55])[C:12]2=[N:13][CH:14]=1)[CH:30]=[CH2:31]. The yield is 1.00. (3) The catalyst is C(Cl)Cl. The reactants are [CH3:1][O:2][C:3]1[CH:4]=[C:5]2[C:10](=[CH:11][C:12]=1[O:13][CH3:14])[C:9]1([CH2:19][CH2:18][C:17]([C:25]([O:27][CH2:28][CH3:29])=[O:26])([C:20]([O:22][CH2:23][CH3:24])=[O:21])[CH2:16][CH:15]1[CH:30]1[C:39]3[C:34](=[CH:35][C:36]([O:42][CH3:43])=[C:37]([O:40][CH3:41])[CH:38]=3)[CH2:33][CH2:32][N:31]1[CH2:44][CH3:45])[NH:8][CH2:7][CH2:6]2.C(N(C(C)C)CC)(C)C.[C:55](Br)(=[O:58])[CH2:56][CH3:57].O. The product is [C:55]([N:8]1[CH2:7][CH2:6][C:5]2[C:10](=[CH:11][C:12]([O:13][CH3:14])=[C:3]([O:2][CH3:1])[CH:4]=2)[C:9]21[CH2:19][CH2:18][C:17]([C:20]([O:22][CH2:23][CH3:24])=[O:21])([C:25]([O:27][CH2:28][CH3:29])=[O:26])[CH2:16][CH:15]2[CH:30]1[C:39]2[C:34](=[CH:35][C:36]([O:42][CH3:43])=[C:37]([O:40][CH3:41])[CH:38]=2)[CH2:33][CH2:32][N:31]1[CH2:44][CH3:45])(=[O:58])[CH2:56][CH3:57]. The yield is 0.486.